This data is from Full USPTO retrosynthesis dataset with 1.9M reactions from patents (1976-2016). The task is: Predict the reactants needed to synthesize the given product. (1) Given the product [CH3:26][C:27]1[CH:28]=[C:29]([CH2:34][C:35]([NH:14][C@@H:13]([CH2:15][C:16]2[C:24]3[C:19](=[CH:20][CH:21]=[CH:22][CH:23]=3)[NH:18][CH:17]=2)[C:12]([O:11][CH3:10])=[O:25])=[O:36])[CH:30]=[C:31]([CH3:33])[CH:32]=1, predict the reactants needed to synthesize it. The reactants are: CC(N=C=NC(C)C)C.[CH3:10][O:11][C:12](=[O:25])[C@H:13]([CH2:15][C:16]1[C:24]2[C:19](=[CH:20][CH:21]=[CH:22][CH:23]=2)[NH:18][CH:17]=1)[NH2:14].[CH3:26][C:27]1[CH:28]=[C:29]([CH2:34][C:35](O)=[O:36])[CH:30]=[C:31]([CH3:33])[CH:32]=1. (2) Given the product [S:24]([C:21]1[CH:20]=[CH:19][C:18]([CH2:17][CH2:16][NH:15][C:9](=[O:10])[O:8][C:4]([CH3:5])([CH3:6])[CH3:7])=[CH:23][CH:22]=1)(=[O:25])(=[O:26])[NH2:27], predict the reactants needed to synthesize it. The reactants are: ClCCl.[C:4]([O:8][C:9](C(C)(C)C)=[O:10])([CH3:7])([CH3:6])[CH3:5].[NH2:15][CH2:16][CH2:17][C:18]1[CH:23]=[CH:22][C:21]([S:24]([NH2:27])(=[O:26])=[O:25])=[CH:20][CH:19]=1. (3) Given the product [F:1][C:2]1([F:11])[CH2:7][CH2:6][CH:5]([N+:8]#[C-:9])[CH2:4][CH2:3]1, predict the reactants needed to synthesize it. The reactants are: [F:1][C:2]1([F:11])[CH2:7][CH2:6][CH:5]([NH:8][CH:9]=O)[CH2:4][CH2:3]1.C1C=CC(P(C2C=CC=CC=2)C2C=CC=CC=2)=CC=1.C(Cl)(Cl)(Cl)Cl.CCN(CC)CC. (4) Given the product [Cl:23][C:20]1[CH:21]=[CH:22][C:17]([O:16][C:14](=[O:15])[N:2]([CH2:3][C@H:4]2[CH2:9][CH2:8][C@H:7]([CH2:10][CH2:11][OH:12])[CH2:6][CH2:5]2)[CH3:1])=[CH:18][CH:19]=1, predict the reactants needed to synthesize it. The reactants are: [CH3:1][NH:2][CH2:3][C@H:4]1[CH2:9][CH2:8][C@H:7]([CH2:10][CH2:11][OH:12])[CH2:6][CH2:5]1.Cl[C:14]([O:16][C:17]1[CH:22]=[CH:21][C:20]([Cl:23])=[CH:19][CH:18]=1)=[O:15]. (5) Given the product [CH3:21][C:16]1([CH3:20])[CH2:17][CH2:18][CH2:19][N:13]([C:11]([N:29]2[CH2:33][CH2:32][CH2:31][CH2:30]2)=[O:10])[C:14]2[CH:25]=[C:24]([N+:26]([O-:28])=[O:27])[CH:23]=[CH:22][C:15]1=2, predict the reactants needed to synthesize it. The reactants are: [N+](C1C=CC([O:10][C:11]([N:13]2[CH2:19][CH2:18][CH2:17][C:16]([CH3:21])([CH3:20])[C:15]3[CH:22]=[CH:23][C:24]([N+:26]([O-:28])=[O:27])=[CH:25][C:14]2=3)=O)=CC=1)([O-])=O.[NH:29]1[CH2:33][CH2:32][CH2:31][CH2:30]1. (6) Given the product [C:37]1(/[CH:36]=[CH:35]/[C:34]([N:16]2[C:17]3[CH:24]=[CH:23][CH:22]=[CH:21][C:18]=3[CH2:19][N:20]3[C:11]([C:9]([NH:8][CH2:7][C:3]4[CH:2]=[N:1][CH:6]=[CH:5][CH:4]=4)=[O:10])=[CH:12][CH:13]=[C:14]3[CH2:15]2)=[O:43])[CH:42]=[CH:41][CH:40]=[CH:39][CH:38]=1, predict the reactants needed to synthesize it. The reactants are: [N:1]1[CH:6]=[CH:5][CH:4]=[C:3]([CH2:7][NH:8][C:9]([C:11]2[N:20]3[C:14]([CH2:15][NH:16][C:17]4[CH:24]=[CH:23][CH:22]=[CH:21][C:18]=4[CH2:19]3)=[CH:13][CH:12]=2)=[O:10])[CH:2]=1.C(N(CC)C(C)C)(C)C.[C:34](Cl)(=[O:43])/[CH:35]=[CH:36]/[C:37]1[CH:42]=[CH:41][CH:40]=[CH:39][CH:38]=1. (7) Given the product [NH2:27][C:23]1[C:22]([C:19]2[CH:20]=[CH:21][C:16]([NH:15][CH:2]3[CH2:7][CH2:6][CH2:5][N:4]([C:8]([O:10][C:11]([CH3:14])([CH3:13])[CH3:12])=[O:9])[CH2:3]3)=[CH:17][CH:18]=2)=[N:26][O:25][N:24]=1, predict the reactants needed to synthesize it. The reactants are: O=[C:2]1[CH2:7][CH2:6][CH2:5][N:4]([C:8]([O:10][C:11]([CH3:14])([CH3:13])[CH3:12])=[O:9])[CH2:3]1.[NH2:15][C:16]1[CH:21]=[CH:20][C:19]([C:22]2[C:23]([NH2:27])=[N:24][O:25][N:26]=2)=[CH:18][CH:17]=1.